Task: Predict the product of the given reaction.. Dataset: Forward reaction prediction with 1.9M reactions from USPTO patents (1976-2016) Given the reactants [NH:1]([C:77]([O:79][C:80]([CH3:83])([CH3:82])[CH3:81])=[O:78])[CH2:2][C:3]([NH:5][C@H:6]([C:13]([NH:15][C@H:16]([C:38]([NH:40][C@H:41]([C:49]([NH:51][C@H:52]([C:57]([NH:59][C@H:60]([C:67]([N:69]1[CH2:76][CH2:75][CH2:74][C@H:70]1[C:71]([OH:73])=[O:72])=[O:68])[CH2:61][O:62][C:63]([CH3:66])([CH3:65])[CH3:64])=[O:58])[CH2:53][CH:54]([CH3:56])[CH3:55])=[O:50])[CH2:42][C:43]1[CH:48]=[CH:47][CH:46]=[CH:45][CH:44]=1)=[O:39])[CH2:17][O:18]C(C1C=CC=CC=1)(C1C=CC=CC=1)C1C=CC=CC=1)=[O:14])[CH2:7][O:8][C:9]([CH3:12])([CH3:11])[CH3:10])=[O:4].C1C=CC(C(Cl)(C2C(Cl)=CC=CC=2)C2C=CC=CC=2)=CC=1.CN(C(ON1N=NC2C=CC=CC1=2)=[N+](C)C)C.F[P-](F)(F)(F)(F)F.N1CCCCC1.N(C(OC(C)(C)C)=O)CC(O)=O.C(O)(C(F)(F)F)=O, predict the reaction product. The product is: [NH:1]([C:77]([O:79][C:80]([CH3:81])([CH3:82])[CH3:83])=[O:78])[CH2:2][C:3]([NH:5][C@H:6]([C:13]([NH:15][C@H:16]([C:38]([NH:40][C@H:41]([C:49]([NH:51][C@H:52]([C:57]([NH:59][C@H:60]([C:67]([N:69]1[CH2:76][CH2:75][CH2:74][C@H:70]1[C:71]([OH:73])=[O:72])=[O:68])[CH2:61][O:62][C:63]([CH3:64])([CH3:65])[CH3:66])=[O:58])[CH2:53][CH:54]([CH3:55])[CH3:56])=[O:50])[CH2:42][C:43]1[CH:44]=[CH:45][CH:46]=[CH:47][CH:48]=1)=[O:39])[CH2:17][OH:18])=[O:14])[CH2:7][O:8][C:9]([CH3:10])([CH3:11])[CH3:12])=[O:4].